Predict the reaction yield, written as a fraction of the theoretical maximum amount of product (1.0 means a 100% yield; for example, 0.34 means a 34% yield). From a dataset of Reaction yield outcomes from USPTO patents with 853,638 reactions. (1) The reactants are [CH3:1][C:2]1[C:11]2[C:6](=[CH:7][CH:8]=[CH:9][CH:10]=2)[CH:5]=[N:4][C:3]=1[NH2:12].Cl[S:14]([C:17]1[CH:27]=[CH:26][C:20]([C:21]([O:23][CH2:24][CH3:25])=[O:22])=[CH:19][CH:18]=1)(=[O:16])=[O:15]. The catalyst is N1C=CC=CC=1. The product is [CH3:1][C:2]1[C:11]2[C:6](=[CH:7][CH:8]=[CH:9][CH:10]=2)[CH:5]=[N:4][C:3]=1[NH:12][S:14]([C:17]1[CH:18]=[CH:19][C:20]([C:21]([O:23][CH2:24][CH3:25])=[O:22])=[CH:26][CH:27]=1)(=[O:16])=[O:15]. The yield is 0.920. (2) The reactants are [CH3:1][C:2]1[C:3]([C:11]2[S:15][C:14]([C:16]([OH:18])=O)=[CH:13][CH:12]=2)=[N:4][O:5][C:6]=1[C:7]([F:10])([F:9])[F:8].Cl.[OH:20][C@@H:21]1[CH2:26][CH2:25][CH2:24][NH:23][CH2:22]1.C1COCC1.N1CCCCC1. The catalyst is C(N(CC)CC)C. The product is [OH:20][C@@H:21]1[CH2:26][CH2:25][CH2:24][N:23]([C:16]([C:14]2[S:15][C:11]([C:3]3[C:2]([CH3:1])=[C:6]([C:7]([F:8])([F:9])[F:10])[O:5][N:4]=3)=[CH:12][CH:13]=2)=[O:18])[CH2:22]1. The yield is 0.450. (3) The reactants are [OH:1][CH2:2][C:3]1[CH:10]=[C:9]([CH3:11])[C:6]([C:7]#[N:8])=[C:5]([O:12][CH3:13])[N:4]=1. The catalyst is CC(O)=O.C(O)C.[Ni]. The product is [NH2:8][CH2:7][C:6]1[C:9]([CH3:11])=[CH:10][C:3]([CH2:2][OH:1])=[N:4][C:5]=1[O:12][CH3:13]. The yield is 0.587. (4) The reactants are CC(C)([O-])C.[K+].Cl[CH2:8][CH:9]1[O:13][N:12]=[C:11]([CH:14]([F:16])[F:15])[CH2:10]1.[NH4+].[Cl-]. The catalyst is C1COCC1. The product is [F:15][CH:14]([F:16])[C:11]1[CH:10]2[CH:9]([CH2:8]2)[O:13][N:12]=1. The yield is 0.750. (5) The reactants are Cl[C:2]1[N:3]=[CH:4][C:5]2[C:10]([C:11]=1[CH3:12])=[CH:9][CH:8]=[C:7]([O:13][CH3:14])[CH:6]=2.[C:15]([C:18]1[CH:23]=[CH:22][C:21](B(O)O)=[CH:20][CH:19]=1)([OH:17])=[O:16].C([O-])([O-])=O.[K+].[K+].O. The catalyst is COCCOCCO.O.C1C=CC(P(C2C=CC=CC=2)[C-]2C=CC=C2)=CC=1.C1C=CC(P(C2C=CC=CC=2)[C-]2C=CC=C2)=CC=1.Cl[Pd]Cl.[Fe+2].CCOC(C)=O. The product is [CH3:14][O:13][C:7]1[CH:6]=[C:5]2[C:10]([C:11]([CH3:12])=[C:2]([C:21]3[CH:22]=[CH:23][C:18]([C:15]([OH:17])=[O:16])=[CH:19][CH:20]=3)[N:3]=[CH:4]2)=[CH:9][CH:8]=1. The yield is 0.130.